This data is from Reaction yield outcomes from USPTO patents with 853,638 reactions. The task is: Predict the reaction yield, written as a fraction of the theoretical maximum amount of product (1.0 means a 100% yield; for example, 0.34 means a 34% yield). (1) The reactants are [H-].[Na+].[C:3]1([CH2:9][SH:10])[CH:8]=[CH:7][CH:6]=[CH:5][CH:4]=1.F[C:12]1[CH:17]=[C:16]([C:18]2[S:22][C:21]([C:23]3[CH:28]=[CH:27][C:26]([S:29]([CH3:32])(=[O:31])=[O:30])=[CH:25][CH:24]=3)=[N:20][C:19]=2[C:33]2[CH:38]=[CH:37][CH:36]=[C:35]([CH3:39])[CH:34]=2)[CH:15]=[CH:14][N:13]=1.[OH-].[Na+]. The catalyst is CCCCCC.CN(C)C=O. The product is [CH2:9]([S:10][C:12]1[CH:17]=[C:16]([C:18]2[S:22][C:21]([C:23]3[CH:24]=[CH:25][C:26]([S:29]([CH3:32])(=[O:30])=[O:31])=[CH:27][CH:28]=3)=[N:20][C:19]=2[C:33]2[CH:38]=[CH:37][CH:36]=[C:35]([CH3:39])[CH:34]=2)[CH:15]=[CH:14][N:13]=1)[C:3]1[CH:8]=[CH:7][CH:6]=[CH:5][CH:4]=1. The yield is 0.790. (2) The reactants are [C:1]1([C:7]2[CH:8]=[C:9]3[C:13](=[CH:14][CH:15]=2)[NH:12][C:11](=[O:16])[CH2:10]3)[CH:6]=[CH:5][CH:4]=[CH:3][CH:2]=1.[N:17]1([CH2:22][CH2:23][CH2:24][NH:25][C:26]([C:28]2[C:32]([CH3:33])=[C:31]([CH:34]=O)[NH:30][C:29]=2[CH3:36])=[O:27])[CH:21]=[CH:20][N:19]=[CH:18]1. No catalyst specified. The product is [N:17]1([CH2:22][CH2:23][CH2:24][NH:25][C:26]([C:28]2[C:32]([CH3:33])=[C:31]([CH:34]=[C:10]3[C:9]4[C:13](=[CH:14][CH:15]=[C:7]([C:1]5[CH:2]=[CH:3][CH:4]=[CH:5][CH:6]=5)[CH:8]=4)[NH:12][C:11]3=[O:16])[NH:30][C:29]=2[CH3:36])=[O:27])[CH:21]=[CH:20][N:19]=[CH:18]1. The yield is 0.590. (3) The yield is 0.410. The catalyst is C1COCC1. The product is [Cl:20][C:17]1[CH:18]=[CH:19][C:14]([C:11]2([C:21]3[CH:26]=[CH:25][C:24]([B:32]([OH:33])[OH:31])=[CH:23][CH:22]=3)[CH2:12][CH2:13][NH:8][CH2:9][CH2:10]2)=[CH:15][CH:16]=1. The reactants are C(OC([N:8]1[CH2:13][CH2:12][C:11]([C:21]2[CH:26]=[CH:25][C:24](Br)=[CH:23][CH:22]=2)([C:14]2[CH:19]=[CH:18][C:17]([Cl:20])=[CH:16][CH:15]=2)[CH2:10][CH2:9]1)=O)(C)(C)C.C([O:31][B:32](OC(C)C)[O:33]C(C)C)(C)C.C([Li])CCC. (4) The reactants are [H-].[Na+].[C:3]([O:7][C:8]([N:10]1[CH2:15][CH2:14][NH:13][C:12](=[O:16])[CH2:11]1)=[O:9])([CH3:6])([CH3:5])[CH3:4].Br[CH2:18][CH:19]1[CH2:21][CH2:20]1. The catalyst is CN(C)C(=O)C.O. The product is [C:3]([O:7][C:8]([N:10]1[CH2:15][CH2:14][N:13]([CH2:18][CH:19]2[CH2:21][CH2:20]2)[C:12](=[O:16])[CH2:11]1)=[O:9])([CH3:6])([CH3:4])[CH3:5]. The yield is 1.00. (5) The reactants are [NH2:1][C:2]1[N:25]=[CH:24][CH:23]=[CH:22][C:3]=1[C:4]([NH:6][CH2:7][C:8]1[CH:13]=[CH:12][C:11]([O:14][CH2:15][C:16]2[CH:21]=[CH:20][CH:19]=[CH:18][CH:17]=2)=[CH:10][CH:9]=1)=O.COC1C=CC(P2(=S)SP(=S)(C3C=CC(OC)=CC=3)[S:35]2)=CC=1. The catalyst is C1(C)C=CC=CC=1. The product is [NH2:1][C:2]1[N:25]=[CH:24][CH:23]=[CH:22][C:3]=1[C:4]([NH:6][CH2:7][C:8]1[CH:13]=[CH:12][C:11]([O:14][CH2:15][C:16]2[CH:21]=[CH:20][CH:19]=[CH:18][CH:17]=2)=[CH:10][CH:9]=1)=[S:35]. The yield is 0.120. (6) The yield is 0.0500. The product is [S:18]([NH:1][C:2]1[CH:9]=[CH:8][CH:7]=[C:6]([C:10]#[C:11][CH2:12][Si:13]([CH3:14])([CH3:16])[CH3:15])[C:3]=1[C:4]#[N:5])(=[O:20])(=[O:19])[NH2:17]. The catalyst is O1CCOCC1. The reactants are [NH2:1][C:2]1[CH:9]=[CH:8][CH:7]=[C:6]([C:10]#[C:11][CH2:12][Si:13]([CH3:16])([CH3:15])[CH3:14])[C:3]=1[C:4]#[N:5].[NH2:17][S:18](N)(=[O:20])=[O:19]. (7) The reactants are [S:1]1[CH2:6][CH2:5][CH:4]([OH:7])[CH2:3][CH2:2]1.C(N(CC)CC)C.[C:15](Cl)(=[O:19])[C:16]([CH3:18])=[CH2:17]. The catalyst is ClCCl. The product is [C:15]([O:7][CH:4]1[CH2:5][CH2:6][S:1][CH2:2][CH2:3]1)(=[O:19])[C:16]([CH3:18])=[CH2:17]. The yield is 0.610.